From a dataset of HIV replication inhibition screening data with 41,000+ compounds from the AIDS Antiviral Screen. Binary Classification. Given a drug SMILES string, predict its activity (active/inactive) in a high-throughput screening assay against a specified biological target. The compound is COc1ccc(-n2c(N)c(C#N)c(C#N)c2-c2ccco2)cc1. The result is 0 (inactive).